The task is: Predict the reactants needed to synthesize the given product.. This data is from Full USPTO retrosynthesis dataset with 1.9M reactions from patents (1976-2016). (1) Given the product [Cl:1][C:2]1[N:3]=[C:4]([N:21]2[CH2:22][CH2:23][O:24][CH2:25][CH2:26]2)[C:5]2[N:11]=[CH:10][C:9]([C:12]3[CH:20]=[CH:19][C:15]([C:16]([NH:30][CH:27]4[CH2:29][CH2:28]4)=[O:17])=[CH:14][CH:13]=3)=[CH:8][C:6]=2[N:7]=1, predict the reactants needed to synthesize it. The reactants are: [Cl:1][C:2]1[N:3]=[C:4]([N:21]2[CH2:26][CH2:25][O:24][CH2:23][CH2:22]2)[C:5]2[N:11]=[CH:10][C:9]([C:12]3[CH:20]=[CH:19][C:15]([C:16](O)=[O:17])=[CH:14][CH:13]=3)=[CH:8][C:6]=2[N:7]=1.[CH:27]1([NH2:30])[CH2:29][CH2:28]1.CN(C=O)C.CN(C(ON1N=NC2C=CC=NC1=2)=[N+](C)C)C.F[P-](F)(F)(F)(F)F. (2) Given the product [C:4]([C:3]1[C:6]([Cl:10])=[CH:7][CH:8]=[CH:9][C:2]=1[NH:1][S:11]([NH2:12])(=[O:14])=[O:13])#[N:5], predict the reactants needed to synthesize it. The reactants are: [NH2:1][C:2]1[CH:9]=[CH:8][CH:7]=[C:6]([Cl:10])[C:3]=1[C:4]#[N:5].[S:11](Cl)(=[O:14])(=[O:13])[NH2:12]. (3) Given the product [CH2:39]([O:38][C:36](=[O:37])[CH2:35][O:13][C:11]1[CH:10]=[CH:9][C:8]([NH:14][C:15]([C:17]2[C:18]([C:23]3[CH:24]=[CH:25][C:26]([C:29]([F:30])([F:31])[F:32])=[CH:27][CH:28]=3)=[CH:19][CH:20]=[CH:21][CH:22]=2)=[O:16])=[C:7]([C:5](=[O:6])[N:4]([CH3:33])[CH3:3])[CH:12]=1)[C:40]1[CH:45]=[CH:44][CH:43]=[CH:42][CH:41]=1, predict the reactants needed to synthesize it. The reactants are: [H-].[Na+].[CH3:3][N:4]([CH3:33])[C:5]([C:7]1[CH:12]=[C:11]([OH:13])[CH:10]=[CH:9][C:8]=1[NH:14][C:15]([C:17]1[C:18]([C:23]2[CH:28]=[CH:27][C:26]([C:29]([F:32])([F:31])[F:30])=[CH:25][CH:24]=2)=[CH:19][CH:20]=[CH:21][CH:22]=1)=[O:16])=[O:6].Br[CH2:35][C:36]([O:38][CH2:39][C:40]1[CH:45]=[CH:44][CH:43]=[CH:42][CH:41]=1)=[O:37]. (4) Given the product [Cl:1][C:2]1[CH:10]=[C:9]2[C:5]([C:6]([C:11]([O:13][CH3:14])=[O:12])=[CH:7][NH:8]2)=[CH:4][C:3]=1[C:24]1[CH:39]=[CH:38][C:27]([O:28][CH2:29][CH2:30][CH2:31][N:32]2[CH2:33][CH2:34][O:35][CH2:36][CH2:37]2)=[CH:26][CH:25]=1, predict the reactants needed to synthesize it. The reactants are: [Cl:1][C:2]1[CH:10]=[C:9]2[C:5]([C:6]([C:11]([O:13][CH3:14])=[O:12])=[CH:7][NH:8]2)=[CH:4][C:3]=1B1OCC(C)(C)CO1.Br[C:24]1[CH:39]=[CH:38][C:27]([O:28][CH2:29][CH2:30][CH2:31][N:32]2[CH2:37][CH2:36][O:35][CH2:34][CH2:33]2)=[CH:26][CH:25]=1.C(=O)([O-])[O-].[K+].[K+].O. (5) Given the product [CH2:9]([O:8][C:6]([CH:3]1[CH2:2][CH2:1][CH2:5][N:4]1[C:32](=[O:33])[CH:27]([NH:26][C:35]([O:37][C:38]([CH3:41])([CH3:40])[CH3:39])=[O:36])[C:28]([CH3:31])([CH3:30])[CH3:29])=[O:7])[C:10]1[CH:15]=[CH:14][CH:13]=[CH:12][CH:11]=1, predict the reactants needed to synthesize it. The reactants are: [CH2:1]1[CH2:5][NH:4][C@H:3]([C:6]([O:8][CH2:9][C:10]2[CH:15]=[CH:14][CH:13]=[CH:12][CH:11]=2)=[O:7])[CH2:2]1.Cl.CCN(C(C)C)C(C)C.[NH:26]([C:35]([O:37][C:38]([CH3:41])([CH3:40])[CH3:39])=[O:36])[C@H:27]([C:32](O)=[O:33])[C:28]([CH3:31])([CH3:30])[CH3:29].C1C=CC2N(O)N=NC=2C=1.C(Cl)CCl.